Task: Regression/Classification. Given a drug SMILES string, predict its absorption, distribution, metabolism, or excretion properties. Task type varies by dataset: regression for continuous measurements (e.g., permeability, clearance, half-life) or binary classification for categorical outcomes (e.g., BBB penetration, CYP inhibition). Dataset: cyp2c19_veith.. Dataset: CYP2C19 inhibition data for predicting drug metabolism from PubChem BioAssay (1) The molecule is Cc1cccc(OC2(c3ccccc3)OC(=O)c3ccccc32)c1C. The result is 1 (inhibitor). (2) The molecule is CCOC(=O)c1ccc2[nH]c(-c3ccc(S(=O)(=O)F)cc3)cc(=O)c2c1. The result is 0 (non-inhibitor). (3) The compound is Nc1n[nH]c(-c2ccc(Br)cc2)c1Cl. The result is 1 (inhibitor). (4) The result is 1 (inhibitor). The compound is COc1ccc(CCNC(=O)c2ccccc2NC(=O)c2ccco2)cc1OC. (5) The drug is CCN(CC)C(=O)N1CCN(C)CC1.O=C(O)CC(O)(CC(=O)O)C(=O)O. The result is 0 (non-inhibitor). (6) The drug is CC1CCN(CCOc2cc(Cl)ccc2Cl)CC1. The result is 1 (inhibitor). (7) The compound is O=C(N/N=C1/C[C@@H](O)[C@@H](O)[C@H]2[C@@H]1CC[C@@H]1C(=O)N(Cc3ccc4c(c3)OCO4)C(=O)[C@H]12)OCc1ccccc1. The result is 0 (non-inhibitor). (8) The molecule is Cc1ccc(C)c(OCCCC(C)(C)C(=O)O)c1. The result is 0 (non-inhibitor). (9) The compound is O=C(Nc1ccc2ccccc2c1)[C@@H]1C[C@H]1[C@@H](NP(=O)(c1ccccc1)c1ccccc1)c1ccccc1. The result is 0 (non-inhibitor).